Dataset: Full USPTO retrosynthesis dataset with 1.9M reactions from patents (1976-2016). Task: Predict the reactants needed to synthesize the given product. Given the product [CH3:16][O:17][CH:18]([O:21][CH3:22])[CH2:19][N:11]([C:9]([O:8][CH2:7][C:4]1[CH:5]=[CH:6][CH:1]=[CH:2][CH:3]=1)=[O:10])[CH2:12][C:13]([OH:15])=[O:14], predict the reactants needed to synthesize it. The reactants are: [CH:1]1[CH:6]=[CH:5][C:4]([CH2:7][O:8][C:9]([NH:11][CH2:12][C:13]([OH:15])=[O:14])=[O:10])=[CH:3][CH:2]=1.[CH3:16][O:17][CH:18]([O:21][CH3:22])[CH2:19]Br.C([O-])([O-])=O.[Cs+].[Cs+].O.